This data is from Catalyst prediction with 721,799 reactions and 888 catalyst types from USPTO. The task is: Predict which catalyst facilitates the given reaction. Reactant: C(OC(C1C=C(C2C=CC(C[Br:19])=CC=2)C=CC=1)=O)C.[CH2:20]([O:22][C:23]([C:25]1[CH:26]=[C:27]([C:31]2[CH:36]=[CH:35][CH:34]=[C:33]([CH3:37])[CH:32]=2)[CH:28]=[CH:29][CH:30]=1)=[O:24])[CH3:21].BrN1C(=O)CCC1=O.N(C(C)(C)C#N)=NC(C)(C)C#N. Product: [CH2:20]([O:22][C:23]([C:25]1[CH:26]=[C:27]([C:31]2[CH:36]=[CH:35][CH:34]=[C:33]([CH2:37][Br:19])[CH:32]=2)[CH:28]=[CH:29][CH:30]=1)=[O:24])[CH3:21]. The catalyst class is: 53.